Dataset: Forward reaction prediction with 1.9M reactions from USPTO patents (1976-2016). Task: Predict the product of the given reaction. (1) Given the reactants [O:1]=[C:2]1[NH:7][C:6]([N:8]2[CH2:13][CH2:12][N:11]([C:14]([O:16][C:17]([CH3:20])([CH3:19])[CH3:18])=[O:15])[CH2:10][CH2:9]2)=[N:5][C:4]2[N:21]=[CH:22][CH:23]=[CH:24][C:3]1=2.[CH3:25]N(C)C=O.[CH3:30][O:31][S:32]([O:35]C)(=[O:34])=[O:33], predict the reaction product. The product is: [CH3:25][N+:21]1[C:4]2[N:5]=[C:6]([N:8]3[CH2:13][CH2:12][N:11]([C:14]([O:16][C:17]([CH3:20])([CH3:19])[CH3:18])=[O:15])[CH2:10][CH2:9]3)[NH:7][C:2](=[O:1])[C:3]=2[CH:24]=[CH:23][CH:22]=1.[S:32]([O-:35])([O:31][CH3:30])(=[O:34])=[O:33]. (2) Given the reactants [CH2:1]([C:4]1([OH:12])[CH2:9][CH2:8][S:7](=[O:11])(=[O:10])[CH2:6][CH2:5]1)[CH:2]=C.N1C(C)=CC=CC=1C.I([O-])(=O)(=O)=[O:22].[Na+].Cl, predict the reaction product. The product is: [OH:12][C:4]1([CH2:1][CH:2]=[O:22])[CH2:9][CH2:8][S:7](=[O:11])(=[O:10])[CH2:6][CH2:5]1. (3) Given the reactants [Li]CCCC.Br[C:7]1[CH:12]=[CH:11][C:10]([S:13][CH2:14][CH3:15])=[CH:9][N:8]=1.[Si:16]([O:23][CH2:24]/[CH:25]=[N:26]/[S@@:27]([C:29]([CH3:32])([CH3:31])[CH3:30])=[O:28])([C:19]([CH3:22])([CH3:21])[CH3:20])([CH3:18])[CH3:17], predict the reaction product. The product is: [Si:16]([O:23][CH2:24][C@H:25]([NH:26][S@@:27]([C:29]([CH3:32])([CH3:31])[CH3:30])=[O:28])[C:7]1[CH:12]=[CH:11][C:10]([S:13][CH2:14][CH3:15])=[CH:9][N:8]=1)([C:19]([CH3:22])([CH3:21])[CH3:20])([CH3:18])[CH3:17]. (4) Given the reactants Br[C:2]1[S:3][C:4]([CH3:23])=[C:5]([CH2:7][O:8][N:9]=[C:10]([C:17]2[N:21]([CH3:22])[N:20]=[N:19][N:18]=2)[C:11]2[CH:16]=[CH:15][CH:14]=[CH:13][CH:12]=2)[N:6]=1.N#N.[CH:26]#[C:27][CH2:28][CH2:29][CH3:30].C(N(CC)CC)C, predict the reaction product. The product is: [CH3:23][C:4]1[S:3][C:2]([C:26]#[C:27][CH2:28][CH2:29][CH3:30])=[N:6][C:5]=1[CH2:7][O:8][N:9]=[C:10]([C:17]1[N:21]([CH3:22])[N:20]=[N:19][N:18]=1)[C:11]1[CH:16]=[CH:15][CH:14]=[CH:13][CH:12]=1. (5) Given the reactants [CH:1]1([NH:4][S:5]([NH:8][C:9](=[O:15])[O:10][C:11]([CH3:14])([CH3:13])[CH3:12])(=[O:7])=[O:6])[CH2:3][CH2:2]1.Br[CH2:17][CH2:18]Br.C([O-])([O-])=O.[K+].[K+], predict the reaction product. The product is: [CH:1]1([N:4]2[S:5](=[O:7])(=[O:6])[N:8]([C:9]([O:10][C:11]([CH3:12])([CH3:14])[CH3:13])=[O:15])[CH2:18][CH2:17]2)[CH2:2][CH2:3]1.